This data is from Forward reaction prediction with 1.9M reactions from USPTO patents (1976-2016). The task is: Predict the product of the given reaction. Given the reactants [Cl-].C[O:3]C[P+](C1C=CC=CC=1)(C1C=CC=CC=1)C1C=CC=CC=1.C1([Li])C=CC=CC=1.[CH2:31]([O:35][CH2:36][CH2:37][CH2:38][CH3:39])CCC.[Cl:40][C:41]1[CH:48]=CC(C#N)=[CH:43][CH:42]=1, predict the reaction product. The product is: [Cl:40][C:41]1[CH:48]=[CH:39][C:38]([C:37](=[O:3])[CH2:36][O:35][CH3:31])=[CH:43][CH:42]=1.